This data is from Forward reaction prediction with 1.9M reactions from USPTO patents (1976-2016). The task is: Predict the product of the given reaction. (1) Given the reactants C([N:8]1[CH2:13][CH:12]2[C:10]([C:14]([NH:16][C:17]3[CH:22]=[CH:21][C:20]([F:23])=[C:19]([CH3:24])[CH:18]=3)=[O:15])([CH2:11]2)[CH2:9]1)C1C=CC=CC=1, predict the reaction product. The product is: [F:23][C:20]1[CH:21]=[CH:22][C:17]([NH:16][C:14]([C@@:10]23[CH2:11][C@@H:12]2[CH2:13][NH:8][CH2:9]3)=[O:15])=[CH:18][C:19]=1[CH3:24]. (2) Given the reactants C([O:3][C:4](=[O:27])[C@@H:5]([O:25][CH3:26])[CH2:6][C:7]1[CH:12]=[CH:11][C:10]([O:13][CH2:14][CH2:15][CH2:16][O:17][C:18]2[CH:23]=[CH:22][C:21]([OH:24])=[CH:20][CH:19]=2)=[CH:9][CH:8]=1)C.Br[CH2:29][CH:30]1[CH2:35][CH2:34][CH2:33][CH2:32][CH2:31]1, predict the reaction product. The product is: [CH:30]1([CH2:29][O:24][C:21]2[CH:20]=[CH:19][C:18]([O:17][CH2:16][CH2:15][CH2:14][O:13][C:10]3[CH:9]=[CH:8][C:7]([CH2:6][C@H:5]([O:25][CH3:26])[C:4]([OH:3])=[O:27])=[CH:12][CH:11]=3)=[CH:23][CH:22]=2)[CH2:35][CH2:34][CH2:33][CH2:32][CH2:31]1.